This data is from Reaction yield outcomes from USPTO patents with 853,638 reactions. The task is: Predict the reaction yield, written as a fraction of the theoretical maximum amount of product (1.0 means a 100% yield; for example, 0.34 means a 34% yield). (1) The reactants are [CH3:1][C:2]1[C:16](=[O:17])[N:15]=[C:14]2[N:4]([C@@H:5]3[O:9][C@H:8]([CH2:10][OH:11])[C@@H:7]([OH:12])[C@@H:6]3[O:13]2)[CH:3]=1.[CH3:18][O:19][CH2:20][CH2:21][O:22]B([O:22][CH2:21][CH2:20][O:19][CH3:18])[O:22][CH2:21][CH2:20][O:19][CH3:18]. The catalyst is COCCO. The product is [CH3:18][O:19][CH2:20][CH2:21][O:22][C@@H:6]1[C@H:7]([OH:12])[C@@H:8]([CH2:10][OH:11])[O:9][C@H:5]1[N:4]1[CH:3]=[C:2]([CH3:1])[C:16](=[O:17])[NH:15][C:14]1=[O:13]. The yield is 0.630. (2) The reactants are [CH3:1][N:2]([C:4](=[O:36])[C:5]([NH:7][C:8]12[CH2:16][CH2:15][CH:12]([CH2:13][CH2:14]1)[CH2:11][N:10]1[C:17](=[O:35])[C:18]([O:26]C(C3C=CC=CC=3)=O)=[C:19]([C:21]([O:23]CC)=O)[N:20]=[C:9]21)=[O:6])[CH3:3].CNC.Cl.[CH:41]1([C:44]2[CH:45]=[C:46]([CH2:51][NH2:52])[CH:47]=[CH:48][C:49]=2[F:50])[CH2:43][CH2:42]1.C(N(CC)CC)C. The catalyst is C(O)C. The product is [CH:41]1([C:44]2[CH:45]=[C:46]([CH:47]=[CH:48][C:49]=2[F:50])[CH2:51][NH:52][C:21]([C:19]2[N:20]=[C:9]3[C:8]4([NH:7][C:5](=[O:6])[C:4]([N:2]([CH3:1])[CH3:3])=[O:36])[CH2:14][CH2:13][CH:12]([CH2:15][CH2:16]4)[CH2:11][N:10]3[C:17](=[O:35])[C:18]=2[OH:26])=[O:23])[CH2:42][CH2:43]1. The yield is 0.210. (3) The reactants are C[Si]([N-][Si](C)(C)C)(C)C.[K+].C1(C)C=CC=CC=1.[CH3:18][N:19]1[C:23]([CH2:24][OH:25])=[N:22][CH:21]=[N:20]1.[Br:26][C:27]1[C:32](Cl)=[N:31][N:30]2[C:34]([C:37]3[CH:42]=[CH:41][CH:40]=[CH:39][C:38]=3[F:43])=[N:35][N:36]=[C:29]2[CH:28]=1. The catalyst is C1COCC1.[Cl-].[NH4+]. The product is [Br:26][C:27]1[C:32]([O:25][CH2:24][C:23]2[N:19]([CH3:18])[N:20]=[CH:21][N:22]=2)=[N:31][N:30]2[C:34]([C:37]3[CH:42]=[CH:41][CH:40]=[CH:39][C:38]=3[F:43])=[N:35][N:36]=[C:29]2[CH:28]=1. The yield is 0.520.